This data is from Reaction yield outcomes from USPTO patents with 853,638 reactions. The task is: Predict the reaction yield, written as a fraction of the theoretical maximum amount of product (1.0 means a 100% yield; for example, 0.34 means a 34% yield). The reactants are [CH3:1][C:2]1[N:7]2[N:8]=[C:9]([CH2:11][CH2:12][C:13]3[N:17]([CH3:18])[N:16]=[C:15]([N:19]4[CH2:23][CH2:22][CH:21]([O:24]C5CCCCO5)[CH2:20]4)[N:14]=3)[N:10]=[C:6]2[C:5]([CH3:31])=[N:4][CH:3]=1.O.C1(C)C=CC(S(O)(=O)=O)=CC=1. The catalyst is CO. The product is [CH3:1][C:2]1[N:7]2[N:8]=[C:9]([CH2:11][CH2:12][C:13]3[N:17]([CH3:18])[N:16]=[C:15]([N:19]4[CH2:23][CH2:22][CH:21]([OH:24])[CH2:20]4)[N:14]=3)[N:10]=[C:6]2[C:5]([CH3:31])=[N:4][CH:3]=1. The yield is 0.0851.